Predict the reaction yield, written as a fraction of the theoretical maximum amount of product (1.0 means a 100% yield; for example, 0.34 means a 34% yield). From a dataset of Reaction yield outcomes from USPTO patents with 853,638 reactions. (1) The yield is 0.850. The reactants are [CH3:1][O:2][C:3]1[CH:8]=[CH:7][C:6]([CH:9]([OH:14])[CH2:10][CH:11]([CH3:13])[CH3:12])=[CH:5][C:4]=1[O:15][CH2:16][CH2:17][CH2:18][O:19][CH3:20]. The product is [CH3:1][O:2][C:3]1[CH:8]=[CH:7][C:6]([C:9](=[O:14])[CH2:10][CH:11]([CH3:13])[CH3:12])=[CH:5][C:4]=1[O:15][CH2:16][CH2:17][CH2:18][O:19][CH3:20]. The catalyst is C(O)(=O)C.O.[O-2].[O-2].[O-2].[Cr+6]. (2) The reactants are [CH2:1]([OH:4])[CH:2]=[CH2:3].F[C:6]1[CH:7]=[C:8]([CH3:15])[CH:9]=[CH:10][C:11]=1[N+:12]([O-:14])=[O:13].[CH3:16][C:17]1[CH:23]=[CH:22][C:20]([NH2:21])=[C:19]([O:24][CH2:25][CH:26]=[CH2:27])[CH:18]=1.CC1C=CC(N)=[C:31]([O:36]CC(C)C)C=1.[NH2:41][C:42]1[S:43][CH:44]=[CH:45][N:46]=1. No catalyst specified. The product is [CH2:1]([O:4][C:6]1[CH:7]=[C:8]([CH3:15])[CH:9]=[CH:10][C:11]=1[N+:12]([O-:14])=[O:13])[CH:2]=[CH2:3].[CH2:25]([O:24][C:19]1[CH:18]=[C:17]([CH3:16])[CH:23]=[CH:22][C:20]=1[NH:21][C:31]([NH:41][C:42]1[S:43][CH:44]=[CH:45][N:46]=1)=[O:36])[CH:26]=[CH2:27]. The yield is 0.700. (3) The reactants are [NH2:1][C:2]1[CH:7]=[CH:6][CH:5]=[CH:4][CH:3]=1.[NH2:8][C:9]1[CH:14]=[CH:13][CH:12]=[CH:11][N:10]=1. The catalyst is C1(C)C=CC=CC=1.[Ti].[Au]. The product is [C:2]1([N:1]=[N:8][C:9]2[CH:14]=[CH:13][CH:12]=[CH:11][N:10]=2)[CH:7]=[CH:6][CH:5]=[CH:4][CH:3]=1. The yield is 0.520. (4) The reactants are [NH2:1]/[C:2](/OCC)=[CH:3]\[C:4](=O)[C:5]([F:8])([F:7])[F:6].Cl.[F:14][C:15]1[CH:20]=[CH:19][C:18]([NH:21][NH2:22])=[CH:17][CH:16]=1.C(N(CC)CC)C. No catalyst specified. The product is [F:14][C:15]1[CH:20]=[CH:19][C:18]([N:21]2[C:2]([NH2:1])=[CH:3][C:4]([C:5]([F:6])([F:7])[F:8])=[N:22]2)=[CH:17][CH:16]=1. The yield is 0.640.